From a dataset of Catalyst prediction with 721,799 reactions and 888 catalyst types from USPTO. Predict which catalyst facilitates the given reaction. (1) Reactant: [NH2:1][C:2]1[N:3]=[C:4]([C:19]2[CH:24]=[CH:23][CH:22]=[CH:21][CH:20]=2)[C:5]([C:9]2[CH:10]=[CH:11][C:12](=[O:18])[N:13]([CH:15]([CH3:17])[CH3:16])[CH:14]=2)=[N:6][C:7]=1Br.[Cl-].C[Zn+].[CH3:28]COC(C)=O.O. The catalyst class is: 176. Product: [NH2:1][C:2]1[N:3]=[C:4]([C:19]2[CH:24]=[CH:23][CH:22]=[CH:21][CH:20]=2)[C:5]([C:9]2[CH:10]=[CH:11][C:12](=[O:18])[N:13]([CH:15]([CH3:17])[CH3:16])[CH:14]=2)=[N:6][C:7]=1[CH3:28]. (2) Reactant: C([Si](C(C)C)(C(C)C)[O:5][C@H:6]1[C@H:11]([O:12][Si](C(C)C)(C(C)C)C(C)C)[CH:10]=[C:9]([C:23]2[CH:28]=[CH:27][N:26]=[CH:25][C:24]=2[N+:29]([O-:31])=[O:30])[O:8][C@@H:7]1[CH:32]=[CH2:33])(C)C.CCCC[N+](CCCC)(CCCC)CCCC.[F-]. The catalyst class is: 56. Product: [N+:29]([C:24]1[CH:25]=[N:26][CH:27]=[CH:28][C:23]=1[C:9]1[O:8][C@H:7]([CH:32]=[CH2:33])[C@@H:6]([OH:5])[C@H:11]([OH:12])[CH:10]=1)([O-:31])=[O:30]. (3) Reactant: [CH2:1]([N:8]1[C:16]2[C:11](=[CH:12][C:13]([NH:17][C:18]3[C:19]4[CH:27]=[C:26](Cl)[N:25]=[CH:24][C:20]=4[N:21]=[CH:22][N:23]=3)=[CH:14][CH:15]=2)[CH:10]=[N:9]1)[C:2]1[CH:7]=[CH:6][CH:5]=[CH:4][CH:3]=1.[CH3:29][NH:30][CH3:31]. Product: [CH2:1]([N:8]1[C:16]2[C:11](=[CH:12][C:13]([NH:17][C:18]3[C:19]4[CH:27]=[C:26]([N:30]([CH3:31])[CH3:29])[N:25]=[CH:24][C:20]=4[N:21]=[CH:22][N:23]=3)=[CH:14][CH:15]=2)[CH:10]=[N:9]1)[C:2]1[CH:7]=[CH:6][CH:5]=[CH:4][CH:3]=1. The catalyst class is: 22. (4) Reactant: Cl[C:2]([O:4][CH2:5][C:6]1[CH:11]=[CH:10][CH:9]=[CH:8][CH:7]=1)=[O:3].[CH2:12]([NH:15][CH2:16][CH:17]=[CH2:18])[CH:13]=[CH2:14].C(N(CC)CC)C. Product: [CH2:5]([O:4][C:2]([N:15]([CH2:16][CH:17]=[CH2:18])[CH2:12][CH:13]=[CH2:14])=[O:3])[C:6]1[CH:11]=[CH:10][CH:9]=[CH:8][CH:7]=1. The catalyst class is: 4. (5) Reactant: [CH2:1]([O:8][CH2:9][CH2:10][CH:11]([C:20]1[NH:21][C:22]([C:32]2[CH:41]=[CH:40][CH:39]=[C:38]3[C:33]=2[N:34]=[C:35]([NH:43][C:44]([CH3:47])([CH3:46])[CH3:45])[C:36]([CH3:42])=[N:37]3)=[CH:23][C:24]=1C(OC(C)(C)C)=O)[NH:12][C:13]([O:15]C(C)(C)C)=O)[C:2]1[CH:7]=[CH:6][CH:5]=[CH:4][CH:3]=1.C(O)(C(F)(F)F)=O.CCN(C(C)C)C(C)C.F[P-](F)(F)(F)(F)F.N1(O[P+](N2CCCC2)(N2CCCC2)N2CCCC2)C2C=CC=CC=2N=N1. Product: [CH2:1]([O:8][CH2:9][CH2:10][CH:11]1[C:20]2[NH:21][C:22]([C:32]3[CH:41]=[CH:40][CH:39]=[C:38]4[C:33]=3[N:34]=[C:35]([NH:43][C:44]([CH3:47])([CH3:46])[CH3:45])[C:36]([CH3:42])=[N:37]4)=[CH:23][C:24]=2[C:13](=[O:15])[NH:12]1)[C:2]1[CH:7]=[CH:6][CH:5]=[CH:4][CH:3]=1. The catalyst class is: 2. (6) Reactant: [C:1]1([CH:7]2[CH2:9][CH:8]2C(O)=O)[CH:6]=[CH:5][CH:4]=[CH:3][CH:2]=1.C([N:15]([CH2:18]C)CC)C.C1C=CC(P(N=[N+]=[N-])(C2C=CC=CC=2)=[O:27])=CC=1. Product: [N:15]([CH:8]1[CH2:9][CH:7]1[C:1]1[CH:2]=[CH:3][CH:4]=[CH:5][CH:6]=1)=[C:18]=[O:27]. The catalyst class is: 11. (7) Reactant: C[O:2][C:3]([C:5]1[C:14]2[O:13][CH2:12][C:11](=[O:15])[N:10]([CH3:16])[C:9]=2[CH:8]=[CH:7][CH:6]=1)=[O:4]. Product: [CH3:16][N:10]1[C:9]2[CH:8]=[CH:7][CH:6]=[C:5]([C:3]([OH:4])=[O:2])[C:14]=2[O:13][CH2:12][C:11]1=[O:15]. The catalyst class is: 23.